This data is from Catalyst prediction with 721,799 reactions and 888 catalyst types from USPTO. The task is: Predict which catalyst facilitates the given reaction. (1) Reactant: [NH2:1][C:2]1[N:10]=[C:9]([Cl:11])[CH:8]=[CH:7][C:3]=1[C:4](O)=[O:5].O.ON1C2C=CC=CC=2N=N1.F[P-](F)(F)(F)(F)F.[N:30]1([O:39][C:40](N(C)C)=[N+](C)C)[C:34]2C=CC=CC=2N=N1.Cl.CNOC.C(N(CC)C(C)C)(C)C. Product: [NH2:1][C:2]1[N:10]=[C:9]([Cl:11])[CH:8]=[CH:7][C:3]=1[C:4]([N:30]([O:39][CH3:40])[CH3:34])=[O:5]. The catalyst class is: 288. (2) Reactant: [CH:1]1([N:4]2[CH2:9][CH2:8][C:7](=[O:10])[CH2:6][CH2:5]2)[CH2:3][CH2:2]1.[BH4-].[Na+]. Product: [CH:1]1([N:4]2[CH2:9][CH2:8][CH:7]([OH:10])[CH2:6][CH2:5]2)[CH2:3][CH2:2]1. The catalyst class is: 8. (3) Reactant: O1CCOCC1.[C:7]([O:17][C:18](=[C:20]([F:22])[F:21])[F:19])([C:10]([C:13]([F:16])([F:15])[F:14])([F:12])[F:11])([F:9])[F:8].[OH:23][CH2:24][CH2:25][CH2:26][CH2:27][OH:28].[OH-].[K+]. Product: [C:13]([C:10]([C:7]([O:17][CH:18]([C:20]([O:23][CH2:24][CH2:25][CH2:26][CH2:27][OH:28])([F:21])[F:22])[F:19])([F:9])[F:8])([F:12])[F:11])([F:16])([F:15])[F:14]. The catalyst class is: 6. (4) Reactant: [NH2:1][C:2]1[C:6]2[CH:7]=[N:8][C:9]3[CH:10]=[C:11]([O:16][CH3:17])[C:12]([OH:15])=[CH:13][C:14]=3[C:5]=2[S:4][C:3]=1[C:18]([O-:20])=[O:19].Cl[CH2:22][CH2:23][CH2:24][N:25]1[CH2:30][CH2:29][O:28][CH2:27][CH2:26]1.[C:31]([O-])([O-])=O.[K+].[K+]. Product: [NH2:1][C:2]1[C:6]2[CH:7]=[N:8][C:9]3[CH:10]=[C:11]([O:16][CH3:17])[C:12]([O:15][CH2:22][CH2:23][CH2:24][N:25]4[CH2:30][CH2:29][O:28][CH2:27][CH2:26]4)=[CH:13][C:14]=3[C:5]=2[S:4][C:3]=1[C:18]([O:20][CH3:31])=[O:19]. The catalyst class is: 3.